Dataset: Full USPTO retrosynthesis dataset with 1.9M reactions from patents (1976-2016). Task: Predict the reactants needed to synthesize the given product. Given the product [Br:1][C:2]1[CH:3]=[CH:4][C:5]([CH2:8][CH2:9][CH2:10][O:11][Si:21]([C:18]([CH3:20])([CH3:19])[CH3:17])([CH3:23])[CH3:22])=[CH:6][CH:7]=1, predict the reactants needed to synthesize it. The reactants are: [Br:1][C:2]1[CH:7]=[CH:6][C:5]([CH2:8][CH2:9][CH2:10][OH:11])=[CH:4][CH:3]=1.N1C=CN=C1.[CH3:17][C:18]([Si:21](Cl)([CH3:23])[CH3:22])([CH3:20])[CH3:19].